From a dataset of NCI-60 drug combinations with 297,098 pairs across 59 cell lines. Regression. Given two drug SMILES strings and cell line genomic features, predict the synergy score measuring deviation from expected non-interaction effect. Drug 1: CS(=O)(=O)C1=CC(=C(C=C1)C(=O)NC2=CC(=C(C=C2)Cl)C3=CC=CC=N3)Cl. Drug 2: C1=NC2=C(N1)C(=S)N=C(N2)N. Cell line: NCI-H460. Synergy scores: CSS=43.3, Synergy_ZIP=4.36, Synergy_Bliss=5.22, Synergy_Loewe=-16.5, Synergy_HSA=5.61.